Dataset: Forward reaction prediction with 1.9M reactions from USPTO patents (1976-2016). Task: Predict the product of the given reaction. (1) Given the reactants C[O:2][C:3](=O)[C@@H:4]([NH:15][C:16]([O:18][CH2:19][C:20]1[CH:25]=[CH:24][CH:23]=[CH:22][CH:21]=1)=[O:17])[CH2:5][C:6]1[CH:11]=[C:10]([Br:12])[CH:9]=[CH:8][C:7]=1[O:13][CH3:14].[Li+].[BH4-].CO, predict the reaction product. The product is: [CH2:19]([O:18][C:16](=[O:17])[NH:15][C@H:4]([CH2:3][OH:2])[CH2:5][C:6]1[CH:11]=[C:10]([Br:12])[CH:9]=[CH:8][C:7]=1[O:13][CH3:14])[C:20]1[CH:21]=[CH:22][CH:23]=[CH:24][CH:25]=1. (2) Given the reactants C[O:2][C:3]([C:5]1[C:6]([C:14]2[CH:19]=[CH:18][CH:17]=[CH:16][C:15]=2[N+:20]([O-:22])=[O:21])=[CH:7][CH:8]=[C:9]([C:11](=[S:13])[NH2:12])[CH:10]=1)=[O:4].Br[CH2:24][C:25]([C:27]1[CH:36]=[CH:35][C:30]2[O:31][CH2:32][CH2:33][O:34][C:29]=2[CH:28]=1)=O, predict the reaction product. The product is: [O:31]1[C:30]2[CH:35]=[CH:36][C:27]([C:25]3[N:12]=[C:11]([C:9]4[CH:10]=[C:5]([C:3]([OH:2])=[O:4])[C:6]([C:14]5[CH:19]=[CH:18][CH:17]=[CH:16][C:15]=5[N+:20]([O-:22])=[O:21])=[CH:7][CH:8]=4)[S:13][CH:24]=3)=[CH:28][C:29]=2[O:34][CH2:33][CH2:32]1. (3) Given the reactants [F:1][C:2]1[CH:23]=[CH:22][CH:21]=[CH:20][C:3]=1[CH2:4][N:5]1[C:9]2=[N:10][C:11]([NH:14][C:15]3[CH:16]=[N:17][NH:18][CH:19]=3)=[N:12][CH:13]=[C:8]2[CH:7]=[N:6]1.C(N(CC)CC)C.[C:31](Cl)(=[O:33])[CH3:32], predict the reaction product. The product is: [F:1][C:2]1[CH:23]=[CH:22][CH:21]=[CH:20][C:3]=1[CH2:4][N:5]1[C:9]2=[N:10][C:11]([NH:14][C:15]3[CH:19]=[N:18][N:17]([C:31](=[O:33])[CH3:32])[CH:16]=3)=[N:12][CH:13]=[C:8]2[CH:7]=[N:6]1. (4) The product is: [CH3:33][O:32][C:31]1[C:26]([O:14][CH2:13][CH2:12][CH2:11][C:10]2[C:6]([CH:2]([CH3:1])[CH2:3][CH2:4][CH3:5])=[N:7][N:8]([C:15]3[CH:20]=[CH:19][C:18]([C:21]([F:24])([F:23])[F:22])=[CH:17][N:16]=3)[CH:9]=2)=[C:27]([CH2:34][C:35]([OH:37])=[O:36])[CH:28]=[CH:29][CH:30]=1. Given the reactants [CH3:1][CH:2]([C:6]1[C:10]([CH2:11][CH2:12][CH2:13][OH:14])=[CH:9][N:8]([C:15]2[CH:20]=[CH:19][C:18]([C:21]([F:24])([F:23])[F:22])=[CH:17][N:16]=2)[N:7]=1)[CH2:3][CH2:4][CH3:5].O[C:26]1[C:31]([O:32][CH3:33])=[CH:30][CH:29]=[CH:28][C:27]=1[CH2:34][C:35]([O:37]C)=[O:36].C(P(CCCC)CCCC)CCC.N(C(N1CCCCC1)=O)=NC(N1CCCCC1)=O, predict the reaction product. (5) Given the reactants [C:1]([O:5][C:6]([NH:8][C@H:9]([C:14]1[CH:19]=[CH:18][CH:17]=[CH:16][CH:15]=1)[C@@H:10]([OH:13])[CH2:11][CH3:12])=[O:7])([CH3:4])([CH3:3])[CH3:2].[CH3:20][C:21](=[CH2:23])[CH3:22].COS(C(F)(F)F)(=O)=O, predict the reaction product. The product is: [C:1]([O:5][C:6]([NH:8][C@H:9]([C:14]1[CH:15]=[CH:16][CH:17]=[CH:18][CH:19]=1)[C@@H:10]([O:13][C:21]([CH3:23])([CH3:22])[CH3:20])[CH2:11][CH3:12])=[O:7])([CH3:2])([CH3:3])[CH3:4]. (6) Given the reactants [CH:1]([O:4][C:5]1[CH:13]=[CH:12][C:8]([C:9](O)=[O:10])=[CH:7][C:6]=1[C:14]([N:16]1[CH2:21][CH2:20][N:19]([C:22]2[CH:27]=[CH:26][C:25]([C:28]([F:31])([F:30])[F:29])=[CH:24][CH:23]=2)[CH2:18][CH2:17]1)=[O:15])([CH3:3])[CH3:2].C1N=C[N:34](C(N2C=NC=C2)=O)[CH:33]=1.CN, predict the reaction product. The product is: [CH:1]([O:4][C:5]1[CH:13]=[CH:12][C:8]([C:9]([NH:34][CH3:33])=[O:10])=[CH:7][C:6]=1[C:14]([N:16]1[CH2:17][CH2:18][N:19]([C:22]2[CH:23]=[CH:24][C:25]([C:28]([F:29])([F:30])[F:31])=[CH:26][CH:27]=2)[CH2:20][CH2:21]1)=[O:15])([CH3:2])[CH3:3]. (7) The product is: [NH:20]1[CH2:21][CH2:22][CH:23]([O:26][C:1](=[O:2])[NH:8][C:12]2[CH:11]=[CH:36][C:30]([CH:27]([CH3:29])[CH3:28])=[CH:31][CH:32]=2)[CH2:24][CH2:25]1. Given the reactants [C:1]([N:8]1[CH:12]=[CH:11]N=C1)(N1C=CN=C1)=[O:2].C(OC([N:20]1[CH2:25][CH2:24][CH:23]([OH:26])[CH2:22][CH2:21]1)=O)(C)(C)C.[CH:27]([C:30]1[CH:36]=CC(N)=[CH:32][CH:31]=1)([CH3:29])[CH3:28].C(O)(C(F)(F)F)=O, predict the reaction product. (8) Given the reactants Cl[C:2]1[C:11]2[C:6](=[CH:7][CH:8]=[CH:9][CH:10]=2)[N:5]=[C:4]([C:12]2[CH:17]=[CH:16][C:15]([Cl:18])=[CH:14][C:13]=2[Cl:19])[N:3]=1.[NH2:20][CH2:21][CH2:22][CH2:23][NH:24][C:25]1[CH:32]=[CH:31][C:28]([C:29]#[N:30])=[CH:27][N:26]=1.NCCNC1C=CC(C#N)=CN=1, predict the reaction product. The product is: [Cl:19][C:13]1[CH:14]=[C:15]([Cl:18])[CH:16]=[CH:17][C:12]=1[C:4]1[N:3]=[C:2]([NH:20][CH2:21][CH2:22][CH2:23][NH:24][C:25]2[CH:32]=[CH:31][C:28]([C:29]#[N:30])=[CH:27][N:26]=2)[C:11]2[C:6](=[CH:7][CH:8]=[CH:9][CH:10]=2)[N:5]=1.